Task: Predict the product of the given reaction.. Dataset: Forward reaction prediction with 1.9M reactions from USPTO patents (1976-2016) (1) The product is: [CH3:23][O:22][CH2:21][CH2:20][O:11][C:7]1[CH:6]=[C:5]([CH:10]=[CH:9][CH:8]=1)[O:4][C:3]1[CH:12]=[CH:13][C:14]([N+:16]([O-:18])=[O:17])=[CH:15][C:2]=1[CH3:1]. Given the reactants [CH3:1][C:2]1[CH:15]=[C:14]([N+:16]([O-:18])=[O:17])[CH:13]=[CH:12][C:3]=1[O:4][C:5]1[CH:6]=[C:7]([OH:11])[CH:8]=[CH:9][CH:10]=1.Br[CH2:20][CH2:21][O:22][CH3:23].C(=O)([O-])[O-].[K+].[K+], predict the reaction product. (2) Given the reactants I[C:2]1[CH:7]=[CH:6][C:5]([S:8]([CH3:11])(=[O:10])=[O:9])=[CH:4][C:3]=1[C:12]([N:14]1[CH2:19][CH2:18][N:17]([C:20]2[CH:25]=[CH:24][C:23]([C:26]([F:29])([F:28])[F:27])=[CH:22][CH:21]=2)[CH2:16][CH2:15]1)=[O:13].[NH:30]1[CH:34]=[N:33][CH:32]=[N:31]1.P([O-])([O-])([O-])=O.[K+].[K+].[K+].CN[C@H]1[C@H](NC)CCCC1, predict the reaction product. The product is: [CH3:11][S:8]([C:5]1[CH:6]=[CH:7][C:2]([N:30]2[CH:34]=[N:33][CH:32]=[N:31]2)=[C:3]([C:12]([N:14]2[CH2:19][CH2:18][N:17]([C:20]3[CH:25]=[CH:24][C:23]([C:26]([F:29])([F:28])[F:27])=[CH:22][CH:21]=3)[CH2:16][CH2:15]2)=[O:13])[CH:4]=1)(=[O:10])=[O:9]. (3) Given the reactants [CH2:1]([C:4]1[C:8]([CH2:9][CH2:10][CH2:11][OH:12])=[CH:7][N:6]([C:13]2[CH:18]=[CH:17][C:16]([C:19]([F:22])([F:21])[F:20])=[CH:15][N:14]=2)[N:5]=1)[CH2:2][CH3:3].[CH2:23]([C:25]1[C:26](O)=[C:27]([CH2:31][C:32]([O:34][CH3:35])=[O:33])[CH:28]=[CH:29][CH:30]=1)[CH3:24].C(P(CCCC)CCCC)CCC.N(C(N1CCCCC1)=O)=NC(N1CCCCC1)=O, predict the reaction product. The product is: [CH2:23]([C:25]1[C:26]([O:12][CH2:11][CH2:10][CH2:9][C:8]2[C:4]([CH2:1][CH2:2][CH3:3])=[N:5][N:6]([C:13]3[CH:18]=[CH:17][C:16]([C:19]([F:21])([F:20])[F:22])=[CH:15][N:14]=3)[CH:7]=2)=[C:27]([CH2:31][C:32]([O:34][CH3:35])=[O:33])[CH:28]=[CH:29][CH:30]=1)[CH3:24]. (4) Given the reactants [F:1][C:2]1([F:41])[O:6][C:5]2[CH:7]=[CH:8][C:9]([C:11]3([C:14]([NH:16][C@H:17]4[C:26]5[C:21](=[CH:22][C:23]([C:27]([F:30])([F:29])[F:28])=[CH:24][CH:25]=5)[O:20][C@@H:19]([CH:31]5[CH2:36][CH2:35][CH2:34][CH:33]([C:37]([O:39]C)=[O:38])[CH2:32]5)[CH2:18]4)=[O:15])[CH2:13][CH2:12]3)=[CH:10][C:4]=2[O:3]1.[OH-].[Na+], predict the reaction product. The product is: [F:41][C:2]1([F:1])[O:6][C:5]2[CH:7]=[CH:8][C:9]([C:11]3([C:14]([NH:16][C@H:17]4[C:26]5[C:21](=[CH:22][C:23]([C:27]([F:29])([F:30])[F:28])=[CH:24][CH:25]=5)[O:20][C@@H:19]([CH:31]5[CH2:36][CH2:35][CH2:34][CH:33]([C:37]([OH:39])=[O:38])[CH2:32]5)[CH2:18]4)=[O:15])[CH2:12][CH2:13]3)=[CH:10][C:4]=2[O:3]1.